Dataset: Reaction yield outcomes from USPTO patents with 853,638 reactions. Task: Predict the reaction yield, written as a fraction of the theoretical maximum amount of product (1.0 means a 100% yield; for example, 0.34 means a 34% yield). The reactants are O.[OH-].[Li+].C([O:6][C:7]([C:9]1[CH:13]=[C:12]([C:14]2[CH:19]=[N:18][C:17]([C:20](=[O:22])[NH2:21])=[CH:16][N:15]=2)[N:11]([C:23]2[CH:24]=[N:25][CH:26]=[CH:27][CH:28]=2)[N:10]=1)=[O:8])C.Cl. The catalyst is O.O1CCCC1. The product is [C:20]([C:17]1[N:18]=[CH:19][C:14]([C:12]2[N:11]([C:23]3[CH:24]=[N:25][CH:26]=[CH:27][CH:28]=3)[N:10]=[C:9]([C:7]([OH:8])=[O:6])[CH:13]=2)=[N:15][CH:16]=1)(=[O:22])[NH2:21]. The yield is 0.920.